Predict which catalyst facilitates the given reaction. From a dataset of Catalyst prediction with 721,799 reactions and 888 catalyst types from USPTO. Reactant: CO[CH:3](OC)[C:4](=[N:7][OH:8])[C:5]#[N:6].[OH:11][CH2:12][CH2:13][NH:14][NH2:15].[ClH:16]. Product: [ClH:16].[NH2:6][C:5]1[N:14]([CH2:13][CH2:12][OH:11])[N:15]=[CH:3][C:4]=1[N:7]=[O:8]. The catalyst class is: 8.